This data is from Reaction yield outcomes from USPTO patents with 853,638 reactions. The task is: Predict the reaction yield, written as a fraction of the theoretical maximum amount of product (1.0 means a 100% yield; for example, 0.34 means a 34% yield). (1) The reactants are I([O-])(=O)(=O)=O.[Na+].[C:12]([OH:14])(=[O:13])[CH:10]([CH:10]([C:12]([OH:14])=[O:13])[OH:11])[OH:11].[OH-].[Na+].[CH3:19][O:20][C:21]1[CH:26]=[CH:25][C:24]([CH2:27][C:28]([C:30]2[CH:35]=[CH:34][C:33]([O:36][CH3:37])=[CH:32][CH:31]=2)=[O:29])=[CH:23][CH:22]=1. The catalyst is O.S(=O)(=O)(O)O.C(O)C. The product is [CH3:19][O:20][C:21]1[CH:22]=[CH:23][C:24]([CH:27]([C:28]([C:30]2[CH:31]=[CH:32][C:33]([O:36][CH3:37])=[CH:34][CH:35]=2)=[O:29])[CH:10]([OH:11])[C:12]([OH:14])=[O:13])=[CH:25][CH:26]=1. The yield is 0.938. (2) The reactants are Br[C:2]1[CH:3]=[C:4]([C:9]2[N:14]=[C:13](C3C=CC=CC=3)[N:12]=[C:11]([C:21]3[CH:26]=[CH:25][CH:24]=[CH:23][CH:22]=3)[N:10]=2)[CH:5]=[C:6](Cl)[CH:7]=1.C1(C2C=CC=CC=2)C=CC(B(O)O)=CC=1.[OH-].[Na+]. The catalyst is O1CCCC1.O.[Pd].C1(P(C2C=CC=CC=2)C2C=CC=CC=2)C=CC=CC=1.C1(P(C2C=CC=CC=2)C2C=CC=CC=2)C=CC=CC=1.C1(P(C2C=CC=CC=2)C2C=CC=CC=2)C=CC=CC=1.C1(P(C2C=CC=CC=2)C2C=CC=CC=2)C=CC=CC=1. The product is [C:4]1([C:9]2[N:10]=[C:11]([C:21]3[CH:22]=[CH:23][CH:24]=[CH:25][CH:26]=3)[N:12]=[CH:13][N:14]=2)[CH:5]=[CH:6][CH:7]=[CH:2][CH:3]=1. The yield is 0.960. (3) The reactants are [Br:1][C:2]1[CH:8]=[CH:7][C:5]([NH2:6])=[C:4](I)[C:3]=1[Cl:10].[CH2:11]([OH:14])[C:12]#[CH:13].CCN(CC)CC. The catalyst is CC#N.Cl[Pd](Cl)([P](C1C=CC=CC=1)(C1C=CC=CC=1)C1C=CC=CC=1)[P](C1C=CC=CC=1)(C1C=CC=CC=1)C1C=CC=CC=1.[Cu]I. The product is [NH2:6][C:5]1[C:4]([C:13]#[C:12][CH2:11][OH:14])=[C:3]([Cl:10])[C:2]([Br:1])=[CH:8][CH:7]=1. The yield is 0.770. (4) The reactants are [CH3:1][O:2][C:3]1[CH:8]=[C:7]([CH2:9][NH2:10]=[O:11])[CH:6]=[CH:5][N:4]=1.[OH:12][CH2:13][C:14]1[CH:15]=[N:16][CH:17]=[CH:18][CH:19]=1.[C:20](C1NC=CN=1)(C1NC=CN=1)=[O:21].C1CCN2C(=NCCC2)CC1. The catalyst is C1COCC1.CN(C=O)C.C(N(CC)CC)C. The product is [CH3:1][O:2][C:3]1[CH:8]=[C:7]([CH2:9][NH+:10]([O-:11])[C:20](=[O:21])[O:12][CH2:13][C:14]2[CH:15]=[N:16][CH:17]=[CH:18][CH:19]=2)[CH:6]=[CH:5][N:4]=1. The yield is 0.430. (5) The reactants are [CH3:1][C:2]([C:17]1[CH:22]=[CH:21][CH:20]=[CH:19][CH:18]=1)([CH2:13]/[CH:14]=[CH:15]/[CH3:16])[C:3]([O:5]CC1C=CC=CC=1)=[O:4]. The catalyst is C(OCC)(=O)C.[Pd]. The product is [CH3:1][C:2]([C:17]1[CH:18]=[CH:19][CH:20]=[CH:21][CH:22]=1)([CH2:13][CH2:14][CH2:15][CH3:16])[C:3]([OH:5])=[O:4]. The yield is 0.990.